From a dataset of Catalyst prediction with 721,799 reactions and 888 catalyst types from USPTO. Predict which catalyst facilitates the given reaction. (1) Reactant: [NH2:1][CH2:2][CH2:3][CH2:4][CH2:5][N:6]1[C:18]2[C:17]3[CH:16]=[CH:15][CH:14]=[CH:13][C:12]=3[N:11]=[C:10]([NH2:19])[C:9]=2[N:8]=[CH:7]1.Cl[C:21]([O:23][C:24]1[CH:29]=[CH:28][CH:27]=[CH:26][CH:25]=1)=[O:22]. The catalyst class is: 4. Product: [NH2:19][C:10]1[C:9]2[N:8]=[CH:7][N:6]([CH2:5][CH2:4][CH2:3][CH2:2][NH:1][C:21](=[O:22])[O:23][C:24]3[CH:29]=[CH:28][CH:27]=[CH:26][CH:25]=3)[C:18]=2[C:17]2[CH:16]=[CH:15][CH:14]=[CH:13][C:12]=2[N:11]=1. (2) Product: [N+:1]([CH:4]1[CH2:9][N:8]2[N:10]=[C:11]([C:15]3[CH:16]=[CH:17][C:18]([O:21][C:22]4[CH:23]=[CH:24][CH:25]=[CH:26][CH:27]=4)=[CH:19][CH:20]=3)[C:12]([C:13]#[N:14])=[C:7]2[NH:6][CH2:5]1)([O-:3])=[O:2]. Reactant: [N+:1]([C:4]1[CH:5]=[N:6][C:7]2[N:8]([N:10]=[C:11]([C:15]3[CH:20]=[CH:19][C:18]([O:21][C:22]4[CH:27]=[CH:26][CH:25]=[CH:24][CH:23]=4)=[CH:17][CH:16]=3)[C:12]=2[C:13]#[N:14])[CH:9]=1)([O-:3])=[O:2].[BH4-].[Na+].O. The catalyst class is: 511.